From a dataset of Catalyst prediction with 721,799 reactions and 888 catalyst types from USPTO. Predict which catalyst facilitates the given reaction. Reactant: [CH2:1]([CH:3]1[CH2:7][CH:6]([CH2:8]OS(C)(=O)=O)[CH2:5][CH:4]1[C:14]([O:16][C:17]([CH3:20])([CH3:19])[CH3:18])=[O:15])[CH3:2].[N-:21]=[N+]=[N-].[Na+].C1(P(C2C=CC=CC=2)C2C=CC=CC=2)C=CC=CC=1. Product: [NH2:21][CH2:8][CH:6]1[CH2:5][CH:4]([C:14]([O:16][C:17]([CH3:20])([CH3:19])[CH3:18])=[O:15])[CH:3]([CH2:1][CH3:2])[CH2:7]1. The catalyst class is: 827.